Dataset: Full USPTO retrosynthesis dataset with 1.9M reactions from patents (1976-2016). Task: Predict the reactants needed to synthesize the given product. Given the product [Cl:1][C:2]1[CH:3]=[C:4]([CH:7]=[CH:8][C:9]=1[Cl:10])[CH2:5][NH:6][C:24](=[O:25])[CH:23]=[C:21]1[C:20](=[O:27])[O:19][C:18]([CH3:17])([CH3:28])[O:22]1, predict the reactants needed to synthesize it. The reactants are: [Cl:1][C:2]1[CH:3]=[C:4]([CH:7]=[CH:8][C:9]=1[Cl:10])[CH2:5][NH2:6].N1CCOCC1.[CH3:17][C:18]1([CH3:28])[O:22][C:21](=[CH:23][C:24](Cl)=[O:25])[C:20](=[O:27])[O:19]1.